From a dataset of Reaction yield outcomes from USPTO patents with 853,638 reactions. Predict the reaction yield, written as a fraction of the theoretical maximum amount of product (1.0 means a 100% yield; for example, 0.34 means a 34% yield). (1) The reactants are [C:1]([C:5]1[CH:10]=[CH:9][C:8]([N+:11]([O-:13])=[O:12])=[CH:7][C:6]=1[OH:14])([CH3:4])([CH3:3])[CH3:2].[C:15]([O-])([O-])=O.[K+].[K+].CI. The catalyst is CN(C=O)C.O. The product is [C:1]([C:5]1[CH:10]=[CH:9][C:8]([N+:11]([O-:13])=[O:12])=[CH:7][C:6]=1[O:14][CH3:15])([CH3:4])([CH3:2])[CH3:3]. The yield is 0.760. (2) The yield is 0.420. The reactants are [C:1]1([NH:7][CH2:8][C:9]2[CH:17]=[CH:16][C:12]([C:13]([OH:15])=O)=[CH:11][CH:10]=2)[CH:6]=[CH:5][CH:4]=[CH:3][CH:2]=1.F[P-](F)(F)(F)(F)F.N1(OC(N(C)C)=[N+](C)C)C2N=CC=CC=2N=N1.C(N(CC)CC)C.[NH2:49][CH2:50][C:51]1[C:52]([OH:59])=[N:53][C:54]([CH3:58])=[CH:55][C:56]=1[CH3:57]. The catalyst is ClCCl.O. The product is [OH:59][C:52]1[C:51]([CH2:50][NH:49][C:13](=[O:15])[C:12]2[CH:11]=[CH:10][C:9]([CH2:8][NH:7][C:1]3[CH:2]=[CH:3][CH:4]=[CH:5][CH:6]=3)=[CH:17][CH:16]=2)=[C:56]([CH3:57])[CH:55]=[C:54]([CH3:58])[N:53]=1. (3) The reactants are Cl.[C:2]1([CH:8]2[CH2:13][CH2:12][CH2:11][NH:10][CH2:9]2)[CH:7]=[CH:6][CH:5]=[CH:4][CH:3]=1.[CH:14]([C:16]1[CH:30]=[CH:29][C:19]([O:20][C:21]2[CH:28]=[CH:27][C:24]([C:25]#[N:26])=[CH:23][N:22]=2)=[C:18]([CH3:31])[CH:17]=1)=O.C(O[BH-](OC(=O)C)OC(=O)C)(=O)C.[Na+].C(O)(=O)C. The catalyst is ClCCCl.CO. The product is [CH3:31][C:18]1[CH:17]=[C:16]([CH2:14][N:10]2[CH2:11][CH2:12][CH2:13][CH:8]([C:2]3[CH:7]=[CH:6][CH:5]=[CH:4][CH:3]=3)[CH2:9]2)[CH:30]=[CH:29][C:19]=1[O:20][C:21]1[CH:28]=[CH:27][C:24]([C:25]#[N:26])=[CH:23][N:22]=1. The yield is 0.700. (4) The reactants are COC1C=C(OC)C=CC=1C[N:6]([C:33]1[CH:38]=[CH:37][N:36]=[CH:35][N:34]=1)[S:7]([C:10]1[C:15]([F:16])=[CH:14][C:13]([O:17][C@H:18]2[CH2:23][CH2:22][CH2:21][CH2:20][C@@H:19]2[C:24]2[CH:25]=[N:26][N:27](COC)[CH:28]=2)=[CH:12][C:11]=1[F:32])(=[O:9])=[O:8].C([SiH](CC)CC)C.FC(F)(F)C(O)=O.Cl. The catalyst is CO.ClCCl. The product is [F:32][C:11]1[CH:12]=[C:13]([O:17][C@H:18]2[CH2:23][CH2:22][CH2:21][CH2:20][C@@H:19]2[C:24]2[CH:25]=[N:26][NH:27][CH:28]=2)[CH:14]=[C:15]([F:16])[C:10]=1[S:7]([NH:6][C:33]1[CH:38]=[CH:37][N:36]=[CH:35][N:34]=1)(=[O:8])=[O:9]. The yield is 0.990. (5) The reactants are [C:1]([O:5][C:6](=[O:39])[CH2:7][O:8][C:9]1[C:14]2[CH2:15][CH2:16][CH2:17][CH2:18][CH:19]([NH:20][S:21]([C:24]3[CH:29]=[CH:28][C:27]([C:30]4[CH:35]=[CH:34][CH:33]=[C:32]([CH:36]([CH3:38])[CH3:37])[CH:31]=4)=[CH:26][CH:25]=3)(=[O:23])=[O:22])[C:13]=2[CH:12]=[CH:11][CH:10]=1)([CH3:4])([CH3:3])[CH3:2].CI.[C:42]([O-])([O-])=O.[K+].[K+]. The catalyst is CN(C=O)C. The product is [C:1]([O:5][C:6](=[O:39])[CH2:7][O:8][C:9]1[C:14]2[CH2:15][CH2:16][CH2:17][CH2:18][CH:19]([N:20]([S:21]([C:24]3[CH:25]=[CH:26][C:27]([C:30]4[CH:35]=[CH:34][CH:33]=[C:32]([CH:36]([CH3:37])[CH3:38])[CH:31]=4)=[CH:28][CH:29]=3)(=[O:23])=[O:22])[CH3:42])[C:13]=2[CH:12]=[CH:11][CH:10]=1)([CH3:4])([CH3:3])[CH3:2]. The yield is 0.680. (6) The reactants are [CH3:1][Mg]Br.[Br:4][C:5]1[C:6]([F:17])=[C:7]([CH:14]=[CH:15][CH:16]=1)[C:8](N(OC)C)=[O:9]. The catalyst is C1COCC1.C1(C)C=CC=CC=1.C1COCC1. The product is [Br:4][C:5]1[C:6]([F:17])=[C:7]([C:8](=[O:9])[CH3:1])[CH:14]=[CH:15][CH:16]=1. The yield is 0.640. (7) The reactants are [O:1]1[C:5]2[CH:6]=[CH:7][C:8]([C:10](Cl)=[O:11])=[CH:9][C:4]=2[O:3][CH2:2]1.[NH2:13][C@@H:14]([C:19]([OH:21])=[O:20])[CH2:15][CH:16]([CH3:18])[CH3:17]. No catalyst specified. The product is [O:3]1[C:4]2[CH:9]=[C:8]([C:10]([NH:13][C@H:14]([CH2:15][CH:16]([CH3:18])[CH3:17])[C:19]([OH:21])=[O:20])=[O:11])[CH:7]=[CH:6][C:5]=2[O:1][CH2:2]1. The yield is 0.550.